Dataset: Full USPTO retrosynthesis dataset with 1.9M reactions from patents (1976-2016). Task: Predict the reactants needed to synthesize the given product. (1) Given the product [CH3:1][C:2]([CH3:4])([S@@:5]([NH:7][C@@H:10]([C:9]([F:14])([F:13])[F:8])[C@H:29]([N:28]=[C:21]([C:22]1[CH:27]=[CH:26][CH:25]=[CH:24][CH:23]=1)[C:15]1[CH:16]=[CH:17][CH:18]=[CH:19][CH:20]=1)[C:30]([O:32][CH2:33][CH3:34])=[O:31])=[O:6])[CH3:3], predict the reactants needed to synthesize it. The reactants are: [CH3:1][C:2]([S@@:5]([NH2:7])=[O:6])([CH3:4])[CH3:3].[F:8][C:9]([F:14])([F:13])[CH:10](O)O.[C:15]1([C:21](=[N:28][CH2:29][C:30]([O:32][CH2:33][CH3:34])=[O:31])[C:22]2[CH:27]=[CH:26][CH:25]=[CH:24][CH:23]=2)[CH:20]=[CH:19][CH:18]=[CH:17][CH:16]=1.[Li+].C[Si]([N-][Si](C)(C)C)(C)C.[NH4+].[Cl-]. (2) Given the product [ClH:27].[C:1]12([C:11]3[N:12]=[C:13]4[N:17]([CH:18]=3)[C:16]([C:32]3[CH:31]=[CH:30][CH:29]=[C:28]([Cl:27])[CH:33]=3)=[CH:15][S:14]4)[CH2:10][CH:5]3[CH2:4][CH:3]([CH2:9][CH:7]([CH2:6]3)[CH2:8]1)[CH2:2]2, predict the reactants needed to synthesize it. The reactants are: [C:1]12([C:11]3[N:12]=[C:13]4[N:17]([CH:18]=3)[C:16](OS(C(F)(F)F)(=O)=O)=[CH:15][S:14]4)[CH2:10][CH:5]3[CH2:6][CH:7]([CH2:9][CH:3]([CH2:4]3)[CH2:2]1)[CH2:8]2.[Cl:27][C:28]1[CH:29]=[C:30](B(O)O)[CH:31]=[CH:32][CH:33]=1. (3) Given the product [CH:1]([O:4][CH:5]([C:7]1[CH:8]=[CH:9][C:10]([C:11]([OH:13])=[O:12])=[CH:15][CH:16]=1)[CH3:6])([CH3:2])[CH3:3], predict the reactants needed to synthesize it. The reactants are: [CH:1]([O:4][CH:5]([C:7]1[CH:16]=[CH:15][C:10]([C:11]([O:13]C)=[O:12])=[CH:9][CH:8]=1)[CH3:6])([CH3:3])[CH3:2].[OH-].[Li+].Cl. (4) Given the product [Cl:14][C:15]1[CH:20]=[CH:19][C:18]([C:6]2[N:2]([CH3:1])[N:3]=[C:4]([C:10]([F:13])([F:12])[F:11])[CH:5]=2)=[CH:17][CH:16]=1, predict the reactants needed to synthesize it. The reactants are: [CH3:1][N:2]1[C:6](B(O)O)=[CH:5][C:4]([C:10]([F:13])([F:12])[F:11])=[N:3]1.[Cl:14][C:15]1[CH:20]=[CH:19][C:18](I)=[CH:17][CH:16]=1.[O-]P([O-])([O-])=O.[K+].[K+].[K+]. (5) Given the product [O:1]1[C:5]2[CH:6]=[CH:7][C:8]([C:10]3([C:13]([NH:15][C:16]4[CH:17]=[C:18]5[C:22](=[CH:23][CH:24]=4)[NH:21][C:20]([C:25]([CH3:31])([CH3:26])[CH2:27][CH2:28][C:29]([OH:37])=[O:32])=[CH:19]5)=[O:14])[CH2:11][CH2:12]3)=[CH:9][C:4]=2[O:3][CH2:2]1, predict the reactants needed to synthesize it. The reactants are: [O:1]1[C:5]2[CH:6]=[CH:7][C:8]([C:10]3([C:13]([NH:15][C:16]4[CH:17]=[C:18]5[C:22](=[CH:23][CH:24]=4)[NH:21][C:20]([C:25]([CH3:31])([CH2:27][CH2:28][C:29]#N)[CH3:26])=[CH:19]5)=[O:14])[CH2:12][CH2:11]3)=[CH:9][C:4]=2[O:3][CH2:2]1.[OH-:32].[K+].CCO.[OH2:37].